Dataset: Full USPTO retrosynthesis dataset with 1.9M reactions from patents (1976-2016). Task: Predict the reactants needed to synthesize the given product. (1) Given the product [CH2:17]([C:19]1([NH:24][C:2]2[C:11]3[C:6](=[C:7]([O:14][CH3:15])[C:8]([O:12][CH3:13])=[CH:9][CH:10]=3)[N:5]=[CH:4][N:3]=2)[CH2:23][CH2:22][O:21][CH2:20]1)[CH3:18], predict the reactants needed to synthesize it. The reactants are: Cl[C:2]1[C:11]2[C:6](=[C:7]([O:14][CH3:15])[C:8]([O:12][CH3:13])=[CH:9][CH:10]=2)[N:5]=[CH:4][N:3]=1.Cl.[CH2:17]([C:19]1([NH2:24])[CH2:23][CH2:22][O:21][CH2:20]1)[CH3:18].CCN(C(C)C)C(C)C.O. (2) Given the product [I:1][C:2]1[CH:9]=[CH:8][C:5]([CH2:6][N:10]2[CH2:15][CH2:14][CH2:13][CH2:12][CH2:11]2)=[CH:4][CH:3]=1, predict the reactants needed to synthesize it. The reactants are: [I:1][C:2]1[CH:9]=[CH:8][C:5]([CH2:6]Br)=[CH:4][CH:3]=1.[NH:10]1[CH2:15][CH2:14][CH2:13][CH2:12][CH2:11]1. (3) Given the product [Cl:6][C:7]1[CH:8]=[C:9]([C:15]2[CH:19]=[CH:18][N:17]([CH2:20][C@@H:21]([NH:23][C:24]([C:26]3[N:27]=[C:28]([CH2:31][OH:32])[S:29][CH:30]=3)=[O:25])[CH3:22])[N:16]=2)[CH:10]=[CH:11][C:12]=1[C:13]#[N:14], predict the reactants needed to synthesize it. The reactants are: [BH4-].[Na+].C(O)C.[Cl:6][C:7]1[CH:8]=[C:9]([C:15]2[CH:19]=[CH:18][N:17]([CH2:20][C@@H:21]([NH:23][C:24]([C:26]3[N:27]=[C:28]([C:31](OCC)=[O:32])[S:29][CH:30]=3)=[O:25])[CH3:22])[N:16]=2)[CH:10]=[CH:11][C:12]=1[C:13]#[N:14]. (4) Given the product [CH2:49]([O:51][C:4]([C:5]1[C:6]([O:10][CH2:9][CH2:8][OH:7])=[N:18][N:19]([C:20]2[CH:21]=[C:22]([C:23](=[O:24])[NH:25][CH:26]3[CH2:28][CH2:27]3)[CH:29]=[CH:30][C:31]=2[CH3:32])[C:11]=1[NH2:12])=[O:13])[CH3:50], predict the reactants needed to synthesize it. The reactants are: C(O[C:4](=[O:13])[C:5]([C:11]#[N:12])=[C:6]1[O:10][CH2:9][CH2:8][O:7]1)C.NC1[N:19]([C:20]2[CH:21]=[C:22]([CH:29]=[CH:30][C:31]=2[CH3:32])[C:23]([NH:25][CH:26]2[CH2:28][CH2:27]2)=[O:24])[N:18]=CC=1C(=O)C1C=CC=C(I)C=1.C(N(CC)CC)C.[CH2:49]([OH:51])[CH3:50].